From a dataset of Forward reaction prediction with 1.9M reactions from USPTO patents (1976-2016). Predict the product of the given reaction. Given the reactants [C:1]([O:4][C@H:5]1[C@H:10]([O:11][C:12](=[O:14])[CH3:13])[C@@H:9]([O:15][C:16](=[O:18])[CH3:17])[C@H:8]([C:19]2[CH:24]=[CH:23][C:22]([Cl:25])=[C:21]([CH2:26][C:27]3[CH:32]=[CH:31][C:30]([C:33](=O)[CH3:34])=[CH:29][CH:28]=3)[CH:20]=2)[O:7][C@@H:6]1[CH2:36][O:37][C:38](=[O:40])[CH3:39])(=[O:3])[CH3:2].N1C=CC=C[CH:42]=1.CC(OC(C)=O)=O, predict the reaction product. The product is: [C:1]([O:4][C@H:5]1[C@H:10]([O:11][C:12](=[O:14])[CH3:13])[C@@H:9]([O:15][C:16](=[O:18])[CH3:17])[C@H:8]([C:19]2[CH:24]=[CH:23][C:22]([Cl:25])=[C:21]([CH2:26][C:27]3[CH:28]=[CH:29][C:30]([C:33]([CH3:42])=[CH2:34])=[CH:31][CH:32]=3)[CH:20]=2)[O:7][C@@H:6]1[CH2:36][O:37][C:38](=[O:40])[CH3:39])(=[O:3])[CH3:2].